From a dataset of Peptide-MHC class I binding affinity with 185,985 pairs from IEDB/IMGT. Regression. Given a peptide amino acid sequence and an MHC pseudo amino acid sequence, predict their binding affinity value. This is MHC class I binding data. (1) The MHC is Mamu-B17 with pseudo-sequence Mamu-B17. The binding affinity (normalized) is 0. The peptide sequence is SKELLNSIGF. (2) The peptide sequence is RPAFPAGTF. The MHC is HLA-B51:01 with pseudo-sequence HLA-B51:01. The binding affinity (normalized) is 0.0847. (3) The binding affinity (normalized) is 0.0847. The peptide sequence is FRDEAGAIL. The MHC is HLA-B15:17 with pseudo-sequence HLA-B15:17. (4) The peptide sequence is TVSLAGSYR. The MHC is HLA-A11:01 with pseudo-sequence HLA-A11:01. The binding affinity (normalized) is 0.812. (5) The peptide sequence is TAPPEDPAVDL. The MHC is Mamu-B03 with pseudo-sequence Mamu-B03. The binding affinity (normalized) is 0. (6) The peptide sequence is ISDYDYYRY. The MHC is HLA-A01:01 with pseudo-sequence HLA-A01:01. The binding affinity (normalized) is 0.731.